Predict the reaction yield, written as a fraction of the theoretical maximum amount of product (1.0 means a 100% yield; for example, 0.34 means a 34% yield). From a dataset of Reaction yield outcomes from USPTO patents with 853,638 reactions. (1) The reactants are [ClH:1].[Br:2][C:3]1[CH:4]=[C:5]([N:10]2[C:14](=[O:15])[O:13][N:12]=[C:11]2[C:16]2[C:17]([NH:21][CH2:22][CH2:23][NH:24]C(=O)OC(C)(C)C)=[N:18][O:19][N:20]=2)[CH:6]=[CH:7][C:8]=1[F:9]. The catalyst is C(OCC)(=O)C. The product is [ClH:1].[NH2:24][CH2:23][CH2:22][NH:21][C:17]1[C:16]([C:11]2[N:10]([C:5]3[CH:6]=[CH:7][C:8]([F:9])=[C:3]([Br:2])[CH:4]=3)[C:14](=[O:15])[O:13][N:12]=2)=[N:20][O:19][N:18]=1. The yield is 0.950. (2) The reactants are Cl[C:2]1[N:7]=[C:6]([NH:8][C:9]2[C:18]([F:19])=[CH:17][CH:16]=[CH:15][C:10]=2[C:11]([NH:13][CH3:14])=[O:12])[C:5]([Cl:20])=[CH:4][N:3]=1.[NH2:21][C:22]1[CH:37]=[CH:36][C:25]2[N:26]([CH2:34][CH3:35])[C:27](=[O:33])[CH2:28][CH2:29][C:30]([CH3:32])([CH3:31])[C:24]=2[CH:23]=1.CC1(C)[C@]2(CS(O)(=O)=O)C(C[C@H]1CC2)=O. The catalyst is C(O)(C)C. The product is [Cl:20][C:5]1[C:6]([NH:8][C:9]2[C:18]([F:19])=[CH:17][CH:16]=[CH:15][C:10]=2[C:11]([NH:13][CH3:14])=[O:12])=[N:7][C:2]([NH:21][C:22]2[CH:37]=[CH:36][C:25]3[N:26]([CH2:34][CH3:35])[C:27](=[O:33])[CH2:28][CH2:29][C:30]([CH3:31])([CH3:32])[C:24]=3[CH:23]=2)=[N:3][CH:4]=1. The yield is 0.560. (3) The reactants are [Cl:1][C:2]1[C:7]([C:8]2[CH2:9][C:10]([CH3:17])([CH3:16])[NH:11][C:12]([CH3:15])([CH3:14])[CH:13]=2)=[N:6][C:5]2[N:18]([CH:21]([CH3:23])[CH3:22])[N:19]=[CH:20][C:4]=2[C:3]=1[C:24]([OH:26])=O.[NH2:27][CH2:28][C:29]1[C:30](=[O:37])[NH:31][C:32]([CH3:36])=[CH:33][C:34]=1[CH3:35].C1CN([P+](ON2N=NC3C=CC=CC2=3)(N2CCCC2)N2CCCC2)CC1.F[P-](F)(F)(F)(F)F.O. The catalyst is CS(C)=O.CO.C(Cl)Cl. The product is [Cl:1][C:2]1[C:7]([C:8]2[CH2:9][C:10]([CH3:17])([CH3:16])[NH:11][C:12]([CH3:14])([CH3:15])[CH:13]=2)=[N:6][C:5]2[N:18]([CH:21]([CH3:23])[CH3:22])[N:19]=[CH:20][C:4]=2[C:3]=1[C:24]([NH:27][CH2:28][C:29]1[C:30](=[O:37])[NH:31][C:32]([CH3:36])=[CH:33][C:34]=1[CH3:35])=[O:26]. The yield is 0.260. (4) The reactants are [OH:1][CH2:2][CH2:3][C:4]1[CH:28]=[CH:27][C:7]([O:8][C@@H:9]([C:21]2[CH:26]=[CH:25][CH:24]=[CH:23][CH:22]=2)[CH2:10][CH2:11][N:12](C)[C:13](=O)OC(C)(C)C)=[CH:6][CH:5]=1.C(O)(C(F)(F)F)=O. The catalyst is ClCCl. The product is [CH3:13][NH:12][CH2:11][CH2:10][C@H:9]([C:21]1[CH:22]=[CH:23][CH:24]=[CH:25][CH:26]=1)[O:8][C:7]1[CH:27]=[CH:28][C:4]([CH2:3][CH2:2][OH:1])=[CH:5][CH:6]=1. The yield is 0.980. (5) The reactants are [CH2:1]([NH2:4])[CH2:2]N.C([C:8]1[CH:13]=[CH:12][CH:11]=[CH:10][C:9]=1[OH:14])C=C. The catalyst is C1(C)C=CC=CC=1. The product is [O:14]1[C:9]2[CH:10]=[CH:11][CH:12]=[CH:13][C:8]=2[CH:2]=[CH:1][NH:4]1. The yield is 0.920. (6) The reactants are [NH2:1][C:2]1[CH:7]=[CH:6][C:5]([OH:8])=[CH:4][C:3]=1[Cl:9].[H-].[Na+].[CH2:12]([NH:14][C:15]([C:17]1[CH:18]=[C:19]2[C:24](=[CH:25][C:26]=1[O:27][CH2:28][C:29]1[CH:34]=[CH:33][CH:32]=[CH:31][CH:30]=1)[N:23]=[CH:22][CH:21]=[C:20]2Cl)=[O:16])[CH3:13].C(OCC)(=O)C. The catalyst is CS(C)=O.O. The product is [CH2:12]([NH:14][C:15]([C:17]1[CH:18]=[C:19]2[C:24](=[CH:25][C:26]=1[O:27][CH2:28][C:29]1[CH:34]=[CH:33][CH:32]=[CH:31][CH:30]=1)[N:23]=[CH:22][CH:21]=[C:20]2[O:8][C:5]1[CH:6]=[CH:7][C:2]([NH2:1])=[C:3]([Cl:9])[CH:4]=1)=[O:16])[CH3:13]. The yield is 0.920. (7) The reactants are Br[C:2]1[CH:3]=[C:4]([CH:22]=[CH:23][CH:24]=1)[C:5]([NH:7][CH2:8][CH:9]([OH:21])[CH2:10][N:11]1[CH2:20][CH2:19][C:18]2[C:13](=[CH:14][CH:15]=[CH:16][CH:17]=2)[CH2:12]1)=[O:6].[NH:25]1[CH2:30][CH2:29][O:28][CH2:27][CH2:26]1.C1C=CC(P(C2C(C3C(P(C4C=CC=CC=4)C4C=CC=CC=4)=CC=C4C=3C=CC=C4)=C3C(C=CC=C3)=CC=2)C2C=CC=CC=2)=CC=1.CC([O-])(C)C.[Na+]. The catalyst is C1(C)C=CC=CC=1.C1C=CC(/C=C/C(/C=C/C2C=CC=CC=2)=O)=CC=1.C1C=CC(/C=C/C(/C=C/C2C=CC=CC=2)=O)=CC=1.C1C=CC(/C=C/C(/C=C/C2C=CC=CC=2)=O)=CC=1.[Pd].[Pd]. The product is [CH2:12]1[C:13]2[C:18](=[CH:17][CH:16]=[CH:15][CH:14]=2)[CH2:19][CH2:20][N:11]1[CH2:10][CH:9]([OH:21])[CH2:8][NH:7][C:5](=[O:6])[C:4]1[CH:22]=[CH:23][CH:24]=[C:2]([N:25]2[CH2:30][CH2:29][O:28][CH2:27][CH2:26]2)[CH:3]=1. The yield is 0.0750. (8) The reactants are Cl[C:2]1[C:7]([C:8]([O:10][CH2:11][CH3:12])=[S:9])=[CH:6][N:5]=[C:4]([CH3:13])[N:3]=1.[CH3:14][NH2:15].O. The catalyst is ClCCl.C(O)C. The product is [CH3:14][NH:15][C:2]1[C:7]([C:8]([O:10][CH2:11][CH3:12])=[S:9])=[CH:6][N:5]=[C:4]([CH3:13])[N:3]=1. The yield is 0.970. (9) The reactants are [NH2:1][C:2]1[N:7]=[C:6]([NH:8][CH2:9][C:10]([NH:12][C:13]2[CH:18]=[CH:17][CH:16]=[C:15]([C:19]([F:22])([F:21])[F:20])[CH:14]=2)=[O:11])[C:5]([CH:23]=O)=[C:4](Cl)[N:3]=1.C(O)(C)C.O.[NH2:31][NH2:32]. The catalyst is O. The product is [NH2:1][C:2]1[N:3]=[C:4]2[NH:31][N:32]=[CH:23][C:5]2=[C:6]([NH:8][CH2:9][C:10]([NH:12][C:13]2[CH:18]=[CH:17][CH:16]=[C:15]([C:19]([F:22])([F:21])[F:20])[CH:14]=2)=[O:11])[N:7]=1. The yield is 0.340.